From a dataset of Full USPTO retrosynthesis dataset with 1.9M reactions from patents (1976-2016). Predict the reactants needed to synthesize the given product. (1) The reactants are: [N:1]1([CH:6]2[CH2:14][C:13]3[C:8](=[CH:9][CH:10]=[C:11]([OH:15])[CH:12]=3)[CH2:7]2)[CH2:5][CH2:4][CH2:3][CH2:2]1.[Br:16][C:17]1[CH:22]=[CH:21][C:20](B(O)O)=[CH:19][CH:18]=1.C(N(CC)CC)C. Given the product [Br:16][C:17]1[CH:22]=[CH:21][C:20]([O:15][C:11]2[CH:12]=[C:13]3[C:8](=[CH:9][CH:10]=2)[CH2:7][CH:6]([N:1]2[CH2:5][CH2:4][CH2:3][CH2:2]2)[CH2:14]3)=[CH:19][CH:18]=1, predict the reactants needed to synthesize it. (2) The reactants are: [Cl:1][C:2]1[N:7]=[CH:6][C:5]([NH:8][C:9](=[O:34])[C:10]2[CH:15]=[C:14]([CH2:16][C:17]3[C:18](=[O:29])[C:19]([O:27][CH3:28])=[C:20]([O:25][CH3:26])[C:21](=[O:24])[C:22]=3[CH3:23])[CH:13]=[CH:12][C:11]=2[O:30]C(=O)C)=[CH:4][CH:3]=1.C(=O)([O-])O.[Na+]. Given the product [Cl:1][C:2]1[N:7]=[CH:6][C:5]([NH:8][C:9](=[O:34])[C:10]2[CH:15]=[C:14]([CH2:16][C:17]3[C:18](=[O:29])[C:19]([O:27][CH3:28])=[C:20]([O:25][CH3:26])[C:21](=[O:24])[C:22]=3[CH3:23])[CH:13]=[CH:12][C:11]=2[OH:30])=[CH:4][CH:3]=1, predict the reactants needed to synthesize it. (3) Given the product [CH3:1][C:2]1[C:3]([NH:12][C@H:13]2[CH2:17][CH2:16][CH2:15][C@@H:14]2[NH:18][C:19](=[O:20])[C:21]2[CH:26]=[CH:25][CH:24]=[CH:23][C:46]=2[C:41]2[N:34]=[CH:47][CH:44]=[CH:43][N:42]=2)=[N:4][CH:5]=[C:6]([C:8]([F:10])([F:11])[F:9])[N:7]=1, predict the reactants needed to synthesize it. The reactants are: [CH3:1][C:2]1[C:3]([NH:12][C@H:13]2[CH2:17][CH2:16][CH2:15][C@@H:14]2[NH:18][C:19]([C:21]2[C:26](N3N=CC=N3)=[CH:25][CH:24]=[CH:23]N=2)=[O:20])=[N:4][CH:5]=[C:6]([C:8]([F:11])([F:10])[F:9])[N:7]=1.Cl.C[N:34]([C:41]1[CH:46]=N[C:44]([C:47](F)(F)F)=[CH:43][N:42]=1)[C@H]1CCC[C@@H]1N.N1C=CC=NC=1C1C=CC=CC=1C(O)=O. (4) Given the product [Cl:1][C:2]1[S:14][C:5]2[NH:6][C:7](=[O:13])[C:8]([C:11]#[N:12])=[C:9]([OH:10])[C:4]=2[C:3]=1[C:15]1[CH:16]=[CH:17][C:18]([O:19][CH2:20][C:21]([NH:51][CH2:52][CH2:53][CH2:54][OH:55])=[O:23])=[CH:24][CH:25]=1, predict the reactants needed to synthesize it. The reactants are: [Cl:1][C:2]1[S:14][C:5]2[NH:6][C:7](=[O:13])[C:8]([C:11]#[N:12])=[C:9]([OH:10])[C:4]=2[C:3]=1[C:15]1[CH:25]=[CH:24][C:18]([O:19][CH2:20][C:21]([OH:23])=O)=[CH:17][CH:16]=1.C1C=CC2N(O)N=NC=2C=1.C1CCC(N=C=NC2CCCCC2)CC1.[NH2:51][CH2:52][CH2:53][CH2:54][OH:55]. (5) Given the product [C:19]([O:23][C:24]([N:26]1[CH2:31][CH2:30][CH:29]([C:32]2[C:41]3[C:36](=[CH:37][C:38]([O:1][CH2:2][CH2:3][CH2:4][C:5]#[N:6])=[CH:39][CH:40]=3)[N:35]=[CH:34][N:33]=2)[CH2:28][CH2:27]1)=[O:25])([CH3:22])([CH3:20])[CH3:21], predict the reactants needed to synthesize it. The reactants are: [OH:1][CH2:2][CH2:3][CH2:4][C:5]#[N:6].CC([O-])(C)C.[K+].COCCOC.[C:19]([O:23][C:24]([N:26]1[CH2:31][CH2:30][CH:29]([C:32]2[C:41]3[C:36](=[CH:37][C:38](F)=[CH:39][CH:40]=3)[N:35]=[CH:34][N:33]=2)[CH2:28][CH2:27]1)=[O:25])([CH3:22])([CH3:21])[CH3:20].